The task is: Predict the product of the given reaction.. This data is from Forward reaction prediction with 1.9M reactions from USPTO patents (1976-2016). (1) Given the reactants [Cl:1][C:2]1[CH:3]=[C:4]([CH:7]=[CH:8][N:9]=1)[C:5]#[N:6].[NH2:10][C:11]1[CH:19]=[N:18][CH:17]=[CH:16][C:12]=1[C:13]([OH:15])=O, predict the reaction product. The product is: [Cl:1][C:2]1[CH:3]=[C:4]([C:5]2[N:6]=[C:13]([OH:15])[C:12]3[CH:16]=[CH:17][N:18]=[CH:19][C:11]=3[N:10]=2)[CH:7]=[CH:8][N:9]=1. (2) Given the reactants [OH:1][C:2]1[CH:7]=[CH:6][C:5]([C:8](=[O:10])[CH3:9])=[C:4]([CH3:11])[CH:3]=1.[Cl:12][C:13]1[CH:18]=[CH:17][CH:16]=[C:15]([Cl:19])[C:14]=1[N:20]1[C:24]([CH2:25]O)=[C:23]([CH:27]([CH3:29])[CH3:28])[CH:22]=[N:21]1.C(P(CCCC)CCCC)CCC.C1CCN(C(N=NC(N2CCCCC2)=O)=O)CC1, predict the reaction product. The product is: [Cl:12][C:13]1[CH:18]=[CH:17][CH:16]=[C:15]([Cl:19])[C:14]=1[N:20]1[C:24]([CH2:25][O:1][C:2]2[CH:7]=[CH:6][C:5]([C:8](=[O:10])[CH3:9])=[C:4]([CH3:11])[CH:3]=2)=[C:23]([CH:27]([CH3:29])[CH3:28])[CH:22]=[N:21]1. (3) Given the reactants [NH:1]1[C:5]([C:6]2[CH:11]=[CH:10][C:9]([C:12]3[C:21]([CH3:22])=[CH:20][C:19]4[C:14](=[CH:15][CH:16]=[C:17]([O:23]C)[CH:18]=4)[N:13]=3)=[CH:8][CH:7]=2)=[N:4][N:3]=[N:2]1, predict the reaction product. The product is: [NH:4]1[C:5]([C:6]2[CH:11]=[CH:10][C:9]([C:12]3[C:21]([CH3:22])=[CH:20][C:19]4[C:14](=[CH:15][CH:16]=[C:17]([OH:23])[CH:18]=4)[N:13]=3)=[CH:8][CH:7]=2)=[N:1][N:2]=[N:3]1. (4) Given the reactants Br[C:2]1[CH:14]=[CH:13][C:5]([CH2:6][N:7]2[CH2:12][CH2:11][O:10][CH2:9][CH2:8]2)=[CH:4][CH:3]=1.[CH3:15][C:16]1([CH3:32])[C:20]([CH3:22])([CH3:21])[O:19][B:18]([B:18]2[O:19][C:20]([CH3:22])([CH3:21])[C:16]([CH3:32])([CH3:15])[O:17]2)[O:17]1.CC([O-])=O.[K+], predict the reaction product. The product is: [CH3:15][C:16]1([CH3:32])[C:20]([CH3:22])([CH3:21])[O:19][B:18]([C:2]2[CH:14]=[CH:13][C:5]([CH2:6][N:7]3[CH2:12][CH2:11][O:10][CH2:9][CH2:8]3)=[CH:4][CH:3]=2)[O:17]1. (5) Given the reactants [F:1][C:2]1[CH:7]=[CH:6][CH:5]=[C:4]([F:8])[C:3]=1[C:9]1[S:10][CH:11]=[C:12]([C:14]([OH:16])=O)[N:13]=1.ClC(N(C)C)=C(C)C.[NH2:25][C:26]1[CH:27]=[N:28][C:29]2[C:34]([C:35]=1[N:36]1[CH2:41][CH2:40][CH2:39][C@H:38]([NH:42][C:43](=[O:49])[O:44][C:45]([CH3:48])([CH3:47])[CH3:46])[CH2:37]1)=[CH:33][CH:32]=[CH:31][CH:30]=2.N1C=CC=CC=1, predict the reaction product. The product is: [F:8][C:4]1[CH:5]=[CH:6][CH:7]=[C:2]([F:1])[C:3]=1[C:9]1[S:10][CH:11]=[C:12]([C:14]([NH:25][C:26]2[CH:27]=[N:28][C:29]3[C:34]([C:35]=2[N:36]2[CH2:41][CH2:40][CH2:39][C@H:38]([NH:42][C:43](=[O:49])[O:44][C:45]([CH3:47])([CH3:46])[CH3:48])[CH2:37]2)=[CH:33][CH:32]=[CH:31][CH:30]=3)=[O:16])[N:13]=1. (6) Given the reactants [C:1]([O:5][C:6]([NH:8][C@@H:9]([CH2:13][C:14]1[CH:19]=[C:18]([F:20])[CH:17]=[C:16]([F:21])[CH:15]=1)[C:10]([OH:12])=[O:11])=[O:7])([CH3:4])([CH3:3])[CH3:2].[C:22](=O)([O-])[O-].[K+].[K+].S(OC)(OC)(=O)=O.[OH-].[NH4+], predict the reaction product. The product is: [CH3:22][O:11][C:10](=[O:12])[C@@H:9]([NH:8][C:6]([O:5][C:1]([CH3:4])([CH3:2])[CH3:3])=[O:7])[CH2:13][C:14]1[CH:15]=[C:16]([F:21])[CH:17]=[C:18]([F:20])[CH:19]=1.